From a dataset of Reaction yield outcomes from USPTO patents with 853,638 reactions. Predict the reaction yield, written as a fraction of the theoretical maximum amount of product (1.0 means a 100% yield; for example, 0.34 means a 34% yield). The reactants are [F:1][C:2]1[CH:7]=[CH:6][C:5]([N:8]2[C:16]3[C:11](=[CH:12][C:13]([CH:17]([OH:25])[C:18]([CH3:24])([CH3:23])[C:19]([O:21][CH3:22])=[O:20])=[CH:14][CH:15]=3)[CH:10]=[N:9]2)=[CH:4][CH:3]=1.[CH2:26](OC(=N)C(Cl)(Cl)Cl)[C:27]1[CH:32]=[CH:31][CH:30]=[CH:29][CH:28]=1. The catalyst is C(Cl)Cl.C(S(O)(=O)=O)(F)(F)F.[Cl-].[Na+].O. The product is [CH2:26]([O:25][CH:17]([C:13]1[CH:12]=[C:11]2[C:16](=[CH:15][CH:14]=1)[N:8]([C:5]1[CH:6]=[CH:7][C:2]([F:1])=[CH:3][CH:4]=1)[N:9]=[CH:10]2)[C:18]([CH3:23])([CH3:24])[C:19]([O:21][CH3:22])=[O:20])[C:27]1[CH:32]=[CH:31][CH:30]=[CH:29][CH:28]=1. The yield is 0.150.